From a dataset of Full USPTO retrosynthesis dataset with 1.9M reactions from patents (1976-2016). Predict the reactants needed to synthesize the given product. (1) Given the product [CH3:5][O:6][C:7](=[O:16])[C:8]1[CH:13]=[CH:12][C:11]([CH2:14][Br:15])=[C:10]([C:27]#[N:28])[CH:9]=1, predict the reactants needed to synthesize it. The reactants are: BrCCBr.[CH3:5][O:6][C:7](=[O:16])[C:8]1[CH:13]=[CH:12][C:11]([CH2:14][Br:15])=[CH:10][CH:9]=1.S([C:27]#[N:28])(C1C=CC(C)=CC=1)(=O)=O. (2) Given the product [ClH:29].[CH:1]1([CH2:4][NH:5][C@@H:13]2[CH2:15][C@H:14]2[C:16]2[CH:17]=[C:18]([C:22]([N:24]3[CH2:28][CH2:27][CH2:26][CH2:25]3)=[O:23])[CH:19]=[CH:20][CH:21]=2)[CH2:3][CH2:2]1, predict the reactants needed to synthesize it. The reactants are: [CH:1]1([CH2:4][N:5]([C@@H:13]2[CH2:15][C@H:14]2[C:16]2[CH:21]=[CH:20][CH:19]=[C:18]([C:22]([N:24]3[CH2:28][CH2:27][CH2:26][CH2:25]3)=[O:23])[CH:17]=2)C(=O)OC(C)(C)C)[CH2:3][CH2:2]1.[ClH:29].C(OCC)(=O)C. (3) Given the product [C:13]1([C:19]2[O:20][CH:21]=[C:22]([C:6]3[N:7]=[CH:8][CH:9]=[CH:10][C:5]=3[C:4]([O:3][CH2:1][CH3:2])=[O:12])[N:23]=2)[CH:14]=[CH:15][CH:16]=[CH:17][CH:18]=1, predict the reactants needed to synthesize it. The reactants are: [CH2:1]([O:3][C:4](=[O:12])[C:5]1[CH:10]=[CH:9][CH:8]=[N:7][C:6]=1Cl)[CH3:2].[C:13]1([C:19]2[O:20][CH:21]=[C:22](B3OC(C)(C)C(C)(C)O3)[N:23]=2)[CH:18]=[CH:17][CH:16]=[CH:15][CH:14]=1.C([O-])([O-])=O.[K+].[K+].O. (4) Given the product [OH:24][C@H:25]1[CH2:29][N:28]([C:30]([O:32][CH2:33][C:34]2[CH:35]=[CH:36][CH:37]=[CH:38][CH:39]=2)=[O:31])[C@@:27]([C:40](=[O:45])[NH2:41])([O:58][CH3:59])[CH:26]1[CH3:2], predict the reactants needed to synthesize it. The reactants are: [F-].[CH2:2]([N+](CCCC)(CCCC)CCCC)CCC.C([Si](C1C=CC=CC=1)(C1C=CC=CC=1)[O:24][C@H:25]1[CH2:29][N:28]([C:30]([O:32][CH2:33][C:34]2[CH:39]=[CH:38][CH:37]=[CH:36][CH:35]=2)=[O:31])[C@@H:27]([C:40](=[O:45])[N:41](OC)C)[CH2:26]1)(C)(C)C.[O:58]1CCC[CH2:59]1. (5) Given the product [C:1]([N:9]1[CH2:22][CH2:21][C:20]2[C:19]3[C:18]([CH2:23][CH2:24][CH2:25][OH:26])=[CH:17][CH:16]=[CH:15][C:14]=3[NH:13][C:12]=2[CH2:11][CH2:10]1)(=[O:8])[C:2]1[CH:3]=[CH:4][CH:5]=[CH:6][CH:7]=1, predict the reactants needed to synthesize it. The reactants are: [C:1]([N:9]1[CH2:22][CH2:21][C:20]2[C:19]3[C:18]([C:23]#[C:24][CH2:25][OH:26])=[CH:17][CH:16]=[CH:15][C:14]=3[NH:13][C:12]=2[CH2:11][CH2:10]1)(=[O:8])[C:2]1[CH:7]=[CH:6][CH:5]=[CH:4][CH:3]=1. (6) The reactants are: [Cl:1][C:2]1[CH:3]=[CH:4][C:5]2[N:6]([N:8]=[C:9]([N:11]3[CH2:15][CH2:14][CH2:13][CH2:12]3)[CH:10]=2)[CH:7]=1.C([Li])CCC.[CH3:21][Si:22](Cl)([CH3:24])[CH3:23].[Cl-].[NH4+]. Given the product [Cl:1][C:2]1[CH:3]=[CH:4][C:5]2[N:6]([N:8]=[C:9]([N:11]3[CH2:15][CH2:14][CH2:13][CH2:12]3)[CH:10]=2)[C:7]=1[Si:22]([CH3:24])([CH3:23])[CH3:21], predict the reactants needed to synthesize it.